Dataset: Forward reaction prediction with 1.9M reactions from USPTO patents (1976-2016). Task: Predict the product of the given reaction. Given the reactants [F:1][C:2]1[C:10]([O:11][C:12]2[C:21]3[C:16](=[CH:17][C:18]([O:24][CH2:25][CH:26]4[CH2:31][CH2:30][N:29](C(OC(C)(C)C)=O)[CH2:28][CH2:27]4)=[C:19]([O:22][CH3:23])[CH:20]=3)[N:15]=[CH:14][N:13]=2)=[CH:9][CH:8]=[C:7]2[C:3]=1[CH:4]=[C:5]([CH3:39])[NH:6]2, predict the reaction product. The product is: [F:1][C:2]1[C:10]([O:11][C:12]2[C:21]3[C:16](=[CH:17][C:18]([O:24][CH2:25][CH:26]4[CH2:31][CH2:30][NH:29][CH2:28][CH2:27]4)=[C:19]([O:22][CH3:23])[CH:20]=3)[N:15]=[CH:14][N:13]=2)=[CH:9][CH:8]=[C:7]2[C:3]=1[CH:4]=[C:5]([CH3:39])[NH:6]2.